Dataset: Reaction yield outcomes from USPTO patents with 853,638 reactions. Task: Predict the reaction yield, written as a fraction of the theoretical maximum amount of product (1.0 means a 100% yield; for example, 0.34 means a 34% yield). (1) The reactants are Br[C:2]1[N:7]=[C:6]([C:8]([CH3:12])([CH3:11])[C:9]#[N:10])[CH:5]=[CH:4][CH:3]=1.[OH-].[NH4+].C([O-])([O-])=O.[K+].[K+].C[N:22](C)CCN. The catalyst is [Cu-]=O.C(O)CO. The product is [NH2:22][C:2]1[N:7]=[C:6]([C:8]([CH3:12])([CH3:11])[C:9]#[N:10])[CH:5]=[CH:4][CH:3]=1. The yield is 0.890. (2) The reactants are O=[C:2]1[CH2:7][CH2:6][N:5]([C:8]([O:10][C:11]([CH3:14])([CH3:13])[CH3:12])=[O:9])[CH2:4][CH2:3]1.Cl.CN.[CH2:18]([N:20](CC)CC)C.[BH4-].[Na+].N. The catalyst is CC(C)[O-].[Ti+4].CC(C)[O-].CC(C)[O-].CC(C)[O-].C(O)C. The product is [CH3:18][NH:20][CH:2]1[CH2:7][CH2:6][N:5]([C:8]([O:10][C:11]([CH3:14])([CH3:13])[CH3:12])=[O:9])[CH2:4][CH2:3]1. The yield is 0.570.